This data is from Reaction yield outcomes from USPTO patents with 853,638 reactions. The task is: Predict the reaction yield, written as a fraction of the theoretical maximum amount of product (1.0 means a 100% yield; for example, 0.34 means a 34% yield). (1) The reactants are CS([Cl:5])(=O)=O.[Cl:6][C:7]1[CH:8]=[CH:9][C:10]([O:15][CH2:16][O:17][CH2:18][CH2:19][O:20][CH3:21])=[C:11]([CH2:13]O)[CH:12]=1. The catalyst is C(Cl)Cl. The product is [Cl:6][C:7]1[CH:8]=[CH:9][C:10]([O:15][CH2:16][O:17][CH2:18][CH2:19][O:20][CH3:21])=[C:11]([CH2:13][Cl:5])[CH:12]=1. The yield is 0.500. (2) The reactants are Br[C:2]1[CH:3]=[C:4]([CH:20]=[CH:21][CH:22]=1)[O:5][CH2:6][CH:7]([OH:19])[CH2:8][N:9]1[CH2:18][CH2:17][C:16]2[C:11](=[CH:12][CH:13]=[CH:14][CH:15]=2)[CH2:10]1.[CH3:23][C:24]1([CH3:40])[C:28]([CH3:30])([CH3:29])[O:27][B:26]([B:26]2[O:27][C:28]([CH3:30])([CH3:29])[C:24]([CH3:40])([CH3:23])[O:25]2)[O:25]1.CC([O-])=O.[K+].O. The catalyst is CS(C)=O. The product is [CH2:10]1[C:11]2[C:16](=[CH:15][CH:14]=[CH:13][CH:12]=2)[CH2:17][CH2:18][N:9]1[CH2:8][CH:7]([OH:19])[CH2:6][O:5][C:4]1[CH:20]=[CH:21][CH:22]=[C:2]([B:26]2[O:27][C:28]([CH3:30])([CH3:29])[C:24]([CH3:40])([CH3:23])[O:25]2)[CH:3]=1. The yield is 0.485. (3) The reactants are [NH:1]1[CH2:6][CH2:5][CH:4]([S:7][C:8]2[N:13]=[C:12]([NH:14][C:15]3[S:16][C:17]([C:20]#[N:21])=[CH:18][N:19]=3)[CH:11]=[C:10]([N:22]3[CH2:27][CH2:26][N:25]([CH3:28])[CH2:24][CH2:23]3)[N:9]=2)[CH2:3][CH2:2]1.C(N(CC)CC)C.[C:36](Cl)(=[O:39])[CH:37]=[CH2:38]. The catalyst is C1COCC1. The product is [C:36]([N:1]1[CH2:6][CH2:5][CH:4]([S:7][C:8]2[N:13]=[C:12]([NH:14][C:15]3[S:16][C:17]([C:20]#[N:21])=[CH:18][N:19]=3)[CH:11]=[C:10]([N:22]3[CH2:23][CH2:24][N:25]([CH3:28])[CH2:26][CH2:27]3)[N:9]=2)[CH2:3][CH2:2]1)(=[O:39])[CH:37]=[CH2:38]. The yield is 0.100. (4) The reactants are [Li+:1].C[Si]([N-][Si](C)(C)C)(C)C.[C:11]([C:14]1[O:15][CH:16]=[CH:17][CH:18]=1)(=[O:13])[CH3:12].[C:19](OC(C)(C)C)(=[O:27])[C:20]([O:22][C:23]([CH3:26])([CH3:25])[CH3:24])=[O:21]. The catalyst is CCOCC. The product is [C:23]([O:22][C:20](=[O:21])[C:19]([O-:27])=[CH:12][C:11]([C:14]1[O:15][CH:16]=[CH:17][CH:18]=1)=[O:13])([CH3:26])([CH3:25])[CH3:24].[Li+:1]. The yield is 0.830.